This data is from Reaction yield outcomes from USPTO patents with 853,638 reactions. The task is: Predict the reaction yield, written as a fraction of the theoretical maximum amount of product (1.0 means a 100% yield; for example, 0.34 means a 34% yield). The reactants are [F:1][C:2]1[C:11]([CH3:12])=[CH:10][CH:9]=[CH:8][C:3]=1[C:4]([O:6][CH3:7])=[O:5].[Br:13]N1C(=O)CCC1=O. The catalyst is C(OOC(=O)C1C=CC=CC=1)(=O)C1C=CC=CC=1.C(Cl)(Cl)(Cl)Cl. The product is [Br:13][CH2:12][C:11]1[C:2]([F:1])=[C:3]([CH:8]=[CH:9][CH:10]=1)[C:4]([O:6][CH3:7])=[O:5]. The yield is 0.410.